Dataset: NCI-60 drug combinations with 297,098 pairs across 59 cell lines. Task: Regression. Given two drug SMILES strings and cell line genomic features, predict the synergy score measuring deviation from expected non-interaction effect. Drug 1: CN1C(=O)N2C=NC(=C2N=N1)C(=O)N. Drug 2: CCN(CC)CCNC(=O)C1=C(NC(=C1C)C=C2C3=C(C=CC(=C3)F)NC2=O)C. Cell line: UO-31. Synergy scores: CSS=4.08, Synergy_ZIP=-2.00, Synergy_Bliss=-1.25, Synergy_Loewe=-0.568, Synergy_HSA=-0.447.